Dataset: Full USPTO retrosynthesis dataset with 1.9M reactions from patents (1976-2016). Task: Predict the reactants needed to synthesize the given product. (1) The reactants are: CN(C(ON1N=NC2C=CC=NC1=2)=[N+](C)C)C.F[P-](F)(F)(F)(F)F.[OH:25][C:26]([C:28](F)(F)F)=O.[CH2:32]([O:39][N:40]1[C:46](=[O:47])[N:45]2[CH2:48][C@H:41]1[CH2:42][CH2:43][C@H:44]2[C:49]([NH:51][NH2:52])=[O:50])[C:33]1[CH:38]=[CH:37][CH:36]=[CH:35][CH:34]=1.C(O)(=O)C.CCN(C(C)C)C(C)C. Given the product [C:26]([N:51]([C:49]([C@@H:44]1[CH2:43][CH2:42][C@@H:41]2[CH2:48][N:45]1[C:46](=[O:47])[N:40]2[O:39][CH2:32][C:33]1[CH:38]=[CH:37][CH:36]=[CH:35][CH:34]=1)=[O:50])[NH2:52])(=[O:25])[CH3:28], predict the reactants needed to synthesize it. (2) Given the product [O:11]=[C:9]1[N:32]2[CH2:33][CH2:34][CH2:35][CH2:36][CH:37]([N:38]3[C:46](=[O:47])[C:45]4[C:40](=[CH:41][CH:42]=[CH:43][CH:44]=4)[C:39]3=[O:48])[C:31]2=[N:30][C:7]([C:4]2[CH:5]=[CH:6][N:1]=[CH:2][N:3]=2)=[CH:8]1, predict the reactants needed to synthesize it. The reactants are: [N:1]1[CH:6]=[CH:5][C:4]([C:7](=O)[CH2:8][C:9]([O:11]CC)=O)=[N:3][CH:2]=1.N1C=CC(C(=O)CC(OCC)=O)=CC=1.Cl.[NH:30]=[C:31]1[CH:37]([N:38]2[C:46](=[O:47])[C:45]3[C:40](=[CH:41][CH:42]=[CH:43][CH:44]=3)[C:39]2=[O:48])[CH2:36][CH2:35][CH2:34][CH2:33][NH:32]1.